This data is from Reaction yield outcomes from USPTO patents with 853,638 reactions. The task is: Predict the reaction yield, written as a fraction of the theoretical maximum amount of product (1.0 means a 100% yield; for example, 0.34 means a 34% yield). (1) The reactants are [CH2:1]([C@H:3]1[C:7]2=[N:8][CH:9]=[C:10]([C:12]([NH:14][C@H:15]([C:18]3[CH:23]=[CH:22][C:21]([S:24]([CH2:27][CH3:28])(=[O:26])=[O:25])=[CH:20][CH:19]=3)[CH2:16][OH:17])=[O:13])[CH:11]=[C:6]2[CH2:5][N:4]1[CH2:29][C@H:30]1[CH2:35][CH2:34][C@H:33]([C:36]([F:39])([F:38])[F:37])[CH2:32][CH2:31]1)[CH3:2].ClC([N:44]=[C:45]=[O:46])(Cl)Cl.C(=O)([O-])[O-].[K+].[K+]. The catalyst is C(Cl)Cl.CO. The product is [C:45](=[O:46])([O:17][CH2:16][C@H:15]([NH:14][C:12]([C:10]1[CH:11]=[C:6]2[CH2:5][N:4]([CH2:29][C@H:30]3[CH2:35][CH2:34][C@H:33]([C:36]([F:38])([F:39])[F:37])[CH2:32][CH2:31]3)[C@@H:3]([CH2:1][CH3:2])[C:7]2=[N:8][CH:9]=1)=[O:13])[C:18]1[CH:23]=[CH:22][C:21]([S:24]([CH2:27][CH3:28])(=[O:25])=[O:26])=[CH:20][CH:19]=1)[NH2:44]. The yield is 0.200. (2) The reactants are [OH-].[K+].[C:3]1([CH:10]=[CH:9][C:7]([OH:8])=[CH:6][CH:5]=1)[OH:4].I[CH:12]([CH3:14])[CH3:13]. The catalyst is O.C(O)C. The product is [CH3:13][CH:12]([O:4][C:3]1[CH:10]=[CH:9][C:7]([OH:8])=[CH:6][CH:5]=1)[CH3:14]. The yield is 0.350. (3) The reactants are [C:1]([CH:3]=[CH:4][CH2:5][CH2:6][C@H:7]1[CH2:11][O:10]C(C)(C)[N:8]1[C:14]([O:16][C:17]([CH3:20])([CH3:19])[CH3:18])=[O:15])#[N:2].C1(C)C=CC(S(O)(=O)=O)=CC=1.C(=O)(O)[O-].[Na+]. The catalyst is CO. The product is [C:1]([CH:3]=[CH:4][CH2:5][CH2:6][C@H:7]([NH:8][C:14](=[O:15])[O:16][C:17]([CH3:19])([CH3:18])[CH3:20])[CH2:11][OH:10])#[N:2]. The yield is 0.940.